From a dataset of Full USPTO retrosynthesis dataset with 1.9M reactions from patents (1976-2016). Predict the reactants needed to synthesize the given product. (1) Given the product [CH2:1]([O:3][C:4](=[O:21])[CH:5]([O:18][CH2:19][CH3:20])[CH2:6][C:7]1[C:16]2[C:11](=[CH:12][CH:13]=[CH:14][CH:15]=2)[C:10]([O:17][CH2:35][CH2:34][C:24]2[N:25]=[C:26]([C:28]3[CH:33]=[CH:32][CH:31]=[CH:30][CH:29]=3)[S:27][C:23]=2[CH3:22])=[CH:9][CH:8]=1)[CH3:2], predict the reactants needed to synthesize it. The reactants are: [CH2:1]([O:3][C:4](=[O:21])[CH:5]([O:18][CH2:19][CH3:20])[CH2:6][C:7]1[C:16]2[C:11](=[CH:12][CH:13]=[CH:14][CH:15]=2)[C:10]([OH:17])=[CH:9][CH:8]=1)[CH3:2].[CH3:22][C:23]1[S:27][C:26]([C:28]2[CH:33]=[CH:32][CH:31]=[CH:30][CH:29]=2)=[N:25][C:24]=1[CH2:34][CH2:35]O.C1(P(C2C=CC=CC=2)C2C=CC=CC=2)C=CC=CC=1.N(C(OC(C)C)=O)=NC(OC(C)C)=O. (2) Given the product [Cl:33][C:34]1[CH:50]=[CH:49][CH:48]=[C:47]([F:51])[C:35]=1[C:36]([NH:38][C:39]1[C:40]([C:44]2[NH:59][C:58]3[CH:57]=[CH:56][C:55]([C:60]([N:62]4[CH2:63][CH2:64][O:65][CH2:66][CH2:67]4)=[O:61])=[CH:54][C:53]=3[N:52]=2)=[N:41][NH:42][CH:43]=1)=[O:37], predict the reactants needed to synthesize it. The reactants are: ClC1C=CC=C(Cl)C=1C(NC1C(C2NC3C=CC(CN4CCOCC4)=CC=3N=2)=NNC=1)=O.[Cl:33][C:34]1[CH:50]=[CH:49][CH:48]=[C:47]([F:51])[C:35]=1[C:36]([NH:38][C:39]1[C:40]([C:44](O)=O)=[N:41][NH:42][CH:43]=1)=[O:37].[NH2:52][C:53]1[CH:54]=[C:55]([C:60]([N:62]2[CH2:67][CH2:66][O:65][CH2:64][CH2:63]2)=[O:61])[CH:56]=[CH:57][C:58]=1[NH2:59]. (3) Given the product [CH2:1]([N:8]1[CH:12]=[C:11]([CH2:13][OH:14])[C:10]([O:18][CH2:19][C:20]2[CH:25]=[CH:24][CH:23]=[C:22]([O:26][CH2:27][C:28]3[N:29]=[C:30]([C:34]4[O:35][CH:36]=[CH:37][CH:38]=4)[O:31][C:32]=3[CH3:33])[CH:21]=2)=[N:9]1)[C:2]1[CH:7]=[CH:6][CH:5]=[CH:4][CH:3]=1, predict the reactants needed to synthesize it. The reactants are: [CH2:1]([N:8]1[CH:12]=[C:11]([C:13](OCC)=[O:14])[C:10]([O:18][CH2:19][C:20]2[CH:25]=[CH:24][CH:23]=[C:22]([O:26][CH2:27][C:28]3[N:29]=[C:30]([C:34]4[O:35][CH:36]=[CH:37][CH:38]=4)[O:31][C:32]=3[CH3:33])[CH:21]=2)=[N:9]1)[C:2]1[CH:7]=[CH:6][CH:5]=[CH:4][CH:3]=1.[H-].[Al+3].[Li+].[H-].[H-].[H-].O.O.O.O.O.O.O.O.O.O.S([O-])([O-])(=O)=O.[Na+].[Na+]. (4) The reactants are: [CH3:1][O:2][C:3](=[O:18])[CH2:4][C@H:5]1[CH2:8][C@H:7]([CH2:9][O:10]CC2C=CC=CC=2)[CH2:6]1. Given the product [CH3:1][O:2][C:3](=[O:18])[CH2:4][C@H:5]1[CH2:8][C@H:7]([CH2:9][OH:10])[CH2:6]1, predict the reactants needed to synthesize it. (5) The reactants are: F[C:2]1[CH:3]=[C:4]2[C:8](=[CH:9][C:10]=1[F:11])[N:7]([S:12]([C:15]1[CH:20]=[CH:19][CH:18]=[CH:17][CH:16]=1)(=[O:14])=[O:13])[CH:6]=[C:5]2[C:21]1[CH:22]=[N:23][N:24]([CH2:26][CH:27]2CCNCC2)[CH:25]=1.BrCC[OH:36].C([O-])([O-])=O.[K+].[K+]. Given the product [F:11][C:10]1[CH:9]=[C:8]2[C:4]([C:5]([C:21]3[CH:22]=[N:23][N:24]([CH2:26][CH2:27][OH:36])[CH:25]=3)=[CH:6][N:7]2[S:12]([C:15]2[CH:20]=[CH:19][CH:18]=[CH:17][CH:16]=2)(=[O:14])=[O:13])=[CH:3][CH:2]=1, predict the reactants needed to synthesize it. (6) Given the product [NH2:1][CH2:2][CH2:3][CH2:4][NH:5][S:18]([C:15]1[CH:16]=[CH:17][C:12]([O:11][C:10]2[CH:22]=[CH:23][C:7]([F:6])=[CH:8][CH:9]=2)=[CH:13][CH:14]=1)(=[O:19])=[O:20], predict the reactants needed to synthesize it. The reactants are: [NH2:1][CH2:2][CH2:3][CH2:4][NH2:5].[F:6][C:7]1[CH:23]=[CH:22][C:10]([O:11][C:12]2[CH:17]=[CH:16][C:15]([S:18](Cl)(=[O:20])=[O:19])=[CH:14][CH:13]=2)=[CH:9][CH:8]=1. (7) Given the product [Cl:23][C:24]1[CH:32]=[CH:31][CH:30]=[C:29]([Cl:33])[C:25]=1[C:26]([NH:22][C:19]1[CH:20]=[N:21][C:16]([NH:15][C:12]2[CH:11]=[CH:10][C:9]([CH2:8][CH2:7][CH2:6][N:1]3[CH2:5][CH2:4][CH2:3][CH2:2]3)=[CH:14][CH:13]=2)=[N:17][CH:18]=1)=[O:27], predict the reactants needed to synthesize it. The reactants are: [N:1]1([CH2:6][CH2:7][CH2:8][C:9]2[CH:14]=[CH:13][C:12]([NH:15][C:16]3[N:21]=[CH:20][C:19]([NH2:22])=[CH:18][N:17]=3)=[CH:11][CH:10]=2)[CH2:5][CH2:4][CH2:3][CH2:2]1.[Cl:23][C:24]1[CH:32]=[CH:31][CH:30]=[C:29]([Cl:33])[C:25]=1[C:26](Cl)=[O:27].C(N(CC)CC)C.C([O-])(O)=O.[Na+]. (8) Given the product [Cl:1][C:2]1[CH:7]=[CH:6][CH:5]=[C:4]2[C:3]=1[C:21](=[O:29])[N:22]([C:23]1[CH:28]=[CH:27][CH:26]=[CH:25][CH:24]=1)[C:9]([C@@H:10]([NH:12][C:13](=[O:19])[O:14][C:15]([CH3:18])([CH3:17])[CH3:16])[CH3:11])=[N:8]2, predict the reactants needed to synthesize it. The reactants are: [Cl:1][C:2]1[C:3]([C:21](=[O:29])[NH:22][C:23]2[CH:28]=[CH:27][CH:26]=[CH:25][CH:24]=2)=[C:4]([NH:8][C:9](=O)[C@@H:10]([NH:12][C:13](=[O:19])[O:14][C:15]([CH3:18])([CH3:17])[CH3:16])[CH3:11])[CH:5]=[CH:6][CH:7]=1.C(#N)C.C(N(CC)CC)C.Cl[Si](C)(C)C. (9) Given the product [CH2:1]([O:8][C:9]1[N:14]=[CH:13][C:12]([O:15][C:16]2[CH:17]=[CH:18][C:19]([C:22]#[C:23][CH:24]([NH2:26])[CH3:25])=[CH:20][CH:21]=2)=[CH:11][CH:10]=1)[C:2]1[CH:7]=[CH:6][CH:5]=[CH:4][CH:3]=1, predict the reactants needed to synthesize it. The reactants are: [CH2:1]([O:8][C:9]1[N:14]=[CH:13][C:12]([O:15][C:16]2[CH:21]=[CH:20][C:19]([C:22]#[C:23][CH:24]([N:26]3C(=O)C4C(=CC=CC=4)C3=O)[CH3:25])=[CH:18][CH:17]=2)=[CH:11][CH:10]=1)[C:2]1[CH:7]=[CH:6][CH:5]=[CH:4][CH:3]=1.O.NN. (10) Given the product [Br:1][C:2]1[C:3]([N:22]2[CH2:23][CH2:24][CH:19]([CH2:18][NH:17][C:15](=[O:16])[O:14][C:11]([CH3:12])([CH3:10])[CH3:13])[CH2:20][CH2:21]2)=[N:4][C:5]([Cl:8])=[N:6][CH:7]=1, predict the reactants needed to synthesize it. The reactants are: [Br:1][C:2]1[C:3](Cl)=[N:4][C:5]([Cl:8])=[N:6][CH:7]=1.[CH3:10][C:11]([O:14][C:15]([NH:17][CH2:18][CH:19]1[CH2:24][CH2:23][NH:22][CH2:21][CH2:20]1)=[O:16])([CH3:13])[CH3:12].CCN(C(C)C)C(C)C.O.